Predict the product of the given reaction. From a dataset of Forward reaction prediction with 1.9M reactions from USPTO patents (1976-2016). (1) The product is: [C:35]([O:34][C:32]([NH:31][C@:4]([CH2:1][CH2:2][CH3:3])([CH2:10][CH2:11][CH2:12][C:13]1[CH:18]=[CH:17][C:16]([S:19][C:20]2[CH:25]=[CH:24][CH:23]=[C:22]([C:26]([F:29])([F:27])[F:28])[CH:21]=2)=[CH:15][C:14]=1[Cl:30])[C:5]([O:7][CH2:8][CH3:9])=[O:6])=[O:33])([CH3:38])([CH3:36])[CH3:37]. Given the reactants [CH2:1]([C@@:4]([NH:31][C:32]([O:34][C:35]([CH3:38])([CH3:37])[CH3:36])=[O:33])([CH2:10][CH2:11][CH2:12][C:13]1[CH:18]=[CH:17][C:16]([S:19][C:20]2[CH:25]=[CH:24][CH:23]=[C:22]([C:26]([F:29])([F:28])[F:27])[CH:21]=2)=[CH:15][C:14]=1[Cl:30])[C:5]([O:7][CH2:8][CH3:9])=[O:6])[CH:2]=[CH2:3], predict the reaction product. (2) Given the reactants [CH3:1][O:2][C:3](=[O:16])[CH2:4][O:5][C:6]1[CH:11]=[CH:10][C:9]([S:12](Cl)(=[O:14])=[O:13])=[CH:8][CH:7]=1.Cl.[NH2:18][C:19]1[CH:24]=[CH:23][C:22]([N:25]2[CH2:30][CH2:29][C:28](=[O:31])[CH2:27][CH2:26]2)=[CH:21][CH:20]=1, predict the reaction product. The product is: [CH3:1][O:2][C:3](=[O:16])[CH2:4][O:5][C:6]1[CH:11]=[CH:10][C:9]([S:12](=[O:14])(=[O:13])[NH:18][C:19]2[CH:24]=[CH:23][C:22]([N:25]3[CH2:26][CH2:27][C:28](=[O:31])[CH2:29][CH2:30]3)=[CH:21][CH:20]=2)=[CH:8][CH:7]=1. (3) Given the reactants C([BH3-])#N.[Na+].[OH:5][C:6]1[CH:7]=[C:8]2[C:12](=[CH:13][CH:14]=1)[NH:11][CH:10]=[CH:9]2.[OH-].[Na+], predict the reaction product. The product is: [NH:11]1[C:12]2[C:8](=[CH:7][C:6]([OH:5])=[CH:14][CH:13]=2)[CH2:9][CH2:10]1. (4) Given the reactants Cl[C:2]1[N:3]=[C:4]([N:24]2[CH2:29][CH2:28][O:27][CH2:26][CH2:25]2)[C:5]2[S:10][C:9]([CH2:11][N:12]3[CH2:17][CH2:16][N:15]([C:18]([CH3:23])([CH3:22])[C:19]([NH2:21])=[O:20])[CH2:14][CH2:13]3)=[CH:8][C:6]=2[N:7]=1.CC1(C)C(C)(C)OB([C:38]2[C:47]3[C:42](=[CH:43][CH:44]=[CH:45][CH:46]=3)[CH:41]=[N:40][CH:39]=2)O1, predict the reaction product. The product is: [CH:41]1[C:42]2[C:47](=[CH:46][CH:45]=[CH:44][CH:43]=2)[C:38]([C:2]2[N:3]=[C:4]([N:24]3[CH2:29][CH2:28][O:27][CH2:26][CH2:25]3)[C:5]3[S:10][C:9]([CH2:11][N:12]4[CH2:17][CH2:16][N:15]([C:18]([CH3:23])([CH3:22])[C:19]([NH2:21])=[O:20])[CH2:14][CH2:13]4)=[CH:8][C:6]=3[N:7]=2)=[CH:39][N:40]=1. (5) Given the reactants Cl.C(OC(=O)[NH:8][C@H:9]([C:12](=O)[NH:13][C:14]1[CH:19]=[CH:18][C:17]([F:20])=[C:16]([C:21]#[N:22])[C:15]=1[NH:23][C:24]1[CH:29]=[CH:28][CH:27]=[CH:26][CH:25]=1)[CH2:10][CH3:11])(C)(C)C, predict the reaction product. The product is: [NH2:8][C@H:9]([C:12]1[N:23]([C:24]2[CH:29]=[CH:28][CH:27]=[CH:26][CH:25]=2)[C:15]2[C:16]([C:21]#[N:22])=[C:17]([F:20])[CH:18]=[CH:19][C:14]=2[N:13]=1)[CH2:10][CH3:11]. (6) Given the reactants [Cl:1][C:2]1[CH:7]=[C:6]2[NH:8][C:9](=[O:36])[C:10]3([CH:15]([C:16]4[CH:21]=[CH:20][CH:19]=[C:18]([Cl:22])[CH:17]=4)[CH2:14][C:13](=[O:23])[N:12]([CH2:24][C:25](O)=[O:26])[CH:11]3[C:28]3[CH:33]=[C:32]([F:34])[CH:31]=[CH:30][C:29]=3[CH3:35])[C:5]2=[CH:4][CH:3]=1.N1C(F)=NC(F)=NC=1[F:39].N1C=CC=CC=1, predict the reaction product. The product is: [Cl:1][C:2]1[CH:7]=[C:6]2[NH:8][C:9](=[O:36])[C:10]3([CH:15]([C:16]4[CH:21]=[CH:20][CH:19]=[C:18]([Cl:22])[CH:17]=4)[CH2:14][C:13](=[O:23])[N:12]([CH2:24][C:25]([F:39])=[O:26])[CH:11]3[C:28]3[CH:33]=[C:32]([F:34])[CH:31]=[CH:30][C:29]=3[CH3:35])[C:5]2=[CH:4][CH:3]=1. (7) Given the reactants C[CH2:2][N:3]([CH2:6][CH3:7])[CH2:4][CH3:5].[C:8](Br)(=[O:15])[C:9]1[CH:14]=[CH:13][CH:12]=[CH:11][CH:10]=1.[N:17]#[C:18]N.C(O)(C(F)(F)F)=O.BrC#[N:29], predict the reaction product. The product is: [C:2]([N:3]1[CH2:6][CH2:7][CH2:5][CH:4]1[CH2:18][NH:17][C:8](=[O:15])[C:9]1[CH:14]=[CH:13][CH:12]=[CH:11][CH:10]=1)#[N:29]. (8) Given the reactants [C:1](#[N:5])[CH2:2][C:3]#[N:4].C(N(CC)CC)C.[F:13][C:14]1[CH:22]=[CH:21][C:17]([C:18](Cl)=[O:19])=[CH:16][CH:15]=1, predict the reaction product. The product is: [F:13][C:14]1[CH:22]=[CH:21][C:17]([C:18]([OH:19])=[C:2]([C:1]#[N:5])[C:3]#[N:4])=[CH:16][CH:15]=1. (9) Given the reactants [Cl:1][C:2]1[CH:7]=[CH:6][C:5]([CH:8]2[CH:12]([C:13]3[CH:18]=[CH:17][C:16]([Cl:19])=[CH:15][CH:14]=3)[NH:11][C:10]([C:20]3[CH:25]=[CH:24][C:23]([C:26]([O:28]CC)=[CH2:27])=[CH:22][C:21]=3[O:31][CH2:32][CH3:33])=[N:9]2)=[CH:4][CH:3]=1.[OH-].[Na+].C(=O)([O-])[O-].[Na+].[Na+], predict the reaction product. The product is: [Cl:1][C:2]1[CH:3]=[CH:4][C:5]([CH:8]2[CH:12]([C:13]3[CH:14]=[CH:15][C:16]([Cl:19])=[CH:17][CH:18]=3)[NH:11][C:10]([C:20]3[CH:25]=[CH:24][C:23]([C:26](=[O:28])[CH3:27])=[CH:22][C:21]=3[O:31][CH2:32][CH3:33])=[N:9]2)=[CH:6][CH:7]=1.